This data is from Forward reaction prediction with 1.9M reactions from USPTO patents (1976-2016). The task is: Predict the product of the given reaction. (1) Given the reactants [Cl:1][C:2]1[CH:7]=[CH:6][C:5]([C@@:8]2(O)[CH2:13][CH2:12][N:11]([S:14]([C:17]3[CH:22]=[CH:21][C:20]([CH3:23])=[CH:19][CH:18]=3)(=[O:16])=[O:15])[CH2:10][C@@H:9]2[O:24][CH2:25][C:26]2[CH:27]=[CH:28][C:29]3[O:34][CH2:33][CH2:32][N:31]([CH2:35][CH2:36][CH2:37][O:38][CH3:39])[C:30]=3[CH:40]=2)=[C:4]([CH2:42][CH2:43][OH:44])[CH:3]=1.CCN(CC)CC.C1(C)C=CC(S(Cl)(=O)=O)=CC=1, predict the reaction product. The product is: [Cl:1][C:2]1[CH:3]=[C:4]2[C:5](=[CH:6][CH:7]=1)[C@:8]1([CH2:13][CH2:12][N:11]([S:14]([C:17]3[CH:22]=[CH:21][C:20]([CH3:23])=[CH:19][CH:18]=3)(=[O:16])=[O:15])[CH2:10][C@@H:9]1[O:24][CH2:25][C:26]1[CH:27]=[CH:28][C:29]3[O:34][CH2:33][CH2:32][N:31]([CH2:35][CH2:36][CH2:37][O:38][CH3:39])[C:30]=3[CH:40]=1)[O:44][CH2:43][CH2:42]2. (2) Given the reactants [NH2:1][C:2]1[CH:12]=[CH:11][CH:10]=[CH:9][C:3]=1[C:4]([NH:6][O:7][CH3:8])=[O:5].[Cl:13][C:14]1[CH:19]=[C:18](I)[C:17]([Cl:21])=[CH:16][N:15]=1.CC1(C)C2C=CC=C(P(C3C=CC=CC=3)C3C=CC=CC=3)C=2OC2C1=CC=CC=2P(C1C=CC=CC=1)C1C=CC=CC=1.C(=O)([O-])[O-].[Cs+].[Cs+], predict the reaction product. The product is: [Cl:13][C:14]1[CH:19]=[C:18]([NH:1][C:2]2[CH:12]=[CH:11][CH:10]=[CH:9][C:3]=2[C:4]([NH:6][O:7][CH3:8])=[O:5])[C:17]([Cl:21])=[CH:16][N:15]=1. (3) Given the reactants Cl[C:2]1[C:7]([I:8])=[C:6]([CH3:9])[CH:5]=[CH:4][N:3]=1.O.[NH2:11][NH2:12], predict the reaction product. The product is: [NH:11]([C:2]1[C:7]([I:8])=[C:6]([CH3:9])[CH:5]=[CH:4][N:3]=1)[NH2:12]. (4) Given the reactants [C:1]([OH:23])(=[O:22])[C:2]1[CH:21]=[CH:20][C:5]([NH:6][CH2:7][C:8]2[N:19]=[C:18]3[C:11]([N:12]=[C:13]([NH:15][C:16]3=[O:17])[NH2:14])=[N:10][CH:9]=2)=[CH:4][CH:3]=1.[CH:24](O)=[O:25], predict the reaction product. The product is: [CH:24]([N:6]([CH2:7][C:8]1[N:19]=[C:18]2[C:11]([N:12]=[C:13]([NH:15][C:16]2=[O:17])[NH2:14])=[N:10][CH:9]=1)[C:5]1[CH:20]=[CH:21][C:2]([C:1]([OH:23])=[O:22])=[CH:3][CH:4]=1)=[O:25]. (5) Given the reactants [ClH:1].[CH3:2][N:3]([CH3:27])[CH:4]1[CH2:9][CH2:8][N:7]([C:10](=[O:26])[CH2:11][CH2:12][C:13]2[N:14]([CH2:18][C:19]([O:21]C(C)(C)C)=[O:20])[CH:15]=[CH:16][N:17]=2)[CH2:6][CH2:5]1, predict the reaction product. The product is: [ClH:1].[CH3:27][N:3]([CH3:2])[CH:4]1[CH2:9][CH2:8][N:7]([C:10](=[O:26])[CH2:11][CH2:12][C:13]2[N:14]([CH2:18][C:19]([OH:21])=[O:20])[CH:15]=[CH:16][N:17]=2)[CH2:6][CH2:5]1.